This data is from Peptide-MHC class I binding affinity with 185,985 pairs from IEDB/IMGT. The task is: Regression. Given a peptide amino acid sequence and an MHC pseudo amino acid sequence, predict their binding affinity value. This is MHC class I binding data. (1) The peptide sequence is VSAEEYVEI. The MHC is Patr-B0101 with pseudo-sequence YYTMYRENMASTDENIAYWTYGYYTWAERAYTWY. The binding affinity (normalized) is 0.504. (2) The peptide sequence is IPKNFAGPV. The MHC is HLA-B07:02 with pseudo-sequence HLA-B07:02. The binding affinity (normalized) is 0.823. (3) The peptide sequence is KEKGGLDGL. The MHC is HLA-B07:02 with pseudo-sequence HLA-B07:02. The binding affinity (normalized) is 0. (4) The peptide sequence is VIGVGMGLY. The binding affinity (normalized) is 0.0847. The MHC is HLA-A25:01 with pseudo-sequence HLA-A25:01. (5) The peptide sequence is SIKFKRKLM. The MHC is HLA-B39:01 with pseudo-sequence HLA-B39:01. The binding affinity (normalized) is 0.0847. (6) The peptide sequence is FVETLARSI. The MHC is HLA-A02:02 with pseudo-sequence HLA-A02:02. The binding affinity (normalized) is 0.451. (7) The peptide sequence is WLKEKHEEL. The MHC is HLA-A03:01 with pseudo-sequence HLA-A03:01. The binding affinity (normalized) is 0.0847.